Dataset: Serine/threonine kinase 33 screen with 319,792 compounds. Task: Binary Classification. Given a drug SMILES string, predict its activity (active/inactive) in a high-throughput screening assay against a specified biological target. (1) The molecule is OC(=O)C(N)CCCN\C(N)=N\C. The result is 0 (inactive). (2) The molecule is S(CC(=O)N(CC)CC)c1n(N)c(nn1)COc1ccccc1. The result is 0 (inactive).